The task is: Predict the reaction yield, written as a fraction of the theoretical maximum amount of product (1.0 means a 100% yield; for example, 0.34 means a 34% yield).. This data is from Reaction yield outcomes from USPTO patents with 853,638 reactions. (1) The reactants are [Cl:1][C:2]1[CH:3]=[C:4]([CH:8]=[CH:9][CH:10]=1)[CH2:5][C:6]#[N:7].Br[CH2:12][CH2:13][CH2:14]Br.[H-].[Na+].CC(O)C. The catalyst is CCOCC.CS(C)=O.O. The product is [Cl:1][C:2]1[CH:3]=[C:4]([C:5]2([C:6]#[N:7])[CH2:14][CH2:13][CH2:12]2)[CH:8]=[CH:9][CH:10]=1. The yield is 0.710. (2) The reactants are [C:1]([O:5][C:6]([N:8]1[CH2:16][C:15]2[C:10](=[CH:11][CH:12]=[C:13]([CH:17]=[C:18]([F:20])[F:19])[CH:14]=2)[CH2:9]1)=[O:7])([CH3:4])([CH3:3])[CH3:2].CS(C)=O.O.[F-:26].[K+]. The catalyst is C1COCC1. The product is [C:1]([O:5][C:6]([N:8]1[CH2:16][C:15]2[C:10](=[CH:11][CH:12]=[C:13]([CH2:17][C:18]([F:26])([F:20])[F:19])[CH:14]=2)[CH2:9]1)=[O:7])([CH3:4])([CH3:2])[CH3:3]. The yield is 0.480. (3) The reactants are [CH3:1][N:2]([CH2:33][CH2:34][C:35]([O:37]C(C)(C)C)=[O:36])[C:3](=[O:32])[C:4]1[CH:9]=[CH:8][C:7]([NH:10][CH:11]([C:16]2[CH:21]=[CH:20][C:19]([C:22]3[CH:27]=[CH:26][C:25]([C:28]([F:31])([F:30])[F:29])=[CH:24][CH:23]=3)=[CH:18][CH:17]=2)[CH2:12][CH:13]([CH3:15])[CH3:14])=[N:6][CH:5]=1.C(=O)=O.CO.FC(F)(F)C1C=CC(C2N=CC(NC(C3C=CC(C(NCCC(O)=O)=O)=CC=3)CCC)=CN=2)=CC=1.C(O)(C(F)(F)F)=O.C(Cl)Cl.[OH-].[Na+]. The catalyst is O. The product is [CH3:1][N:2]([CH2:33][CH2:34][C:35]([OH:37])=[O:36])[C:3](=[O:32])[C:4]1[CH:9]=[CH:8][C:7]([NH:10][CH:11]([C:16]2[CH:21]=[CH:20][C:19]([C:22]3[CH:23]=[CH:24][C:25]([C:28]([F:29])([F:30])[F:31])=[CH:26][CH:27]=3)=[CH:18][CH:17]=2)[CH2:12][CH:13]([CH3:15])[CH3:14])=[N:6][CH:5]=1. The yield is 0.882.